Task: Predict the reactants needed to synthesize the given product.. Dataset: Full USPTO retrosynthesis dataset with 1.9M reactions from patents (1976-2016) Given the product [Cl:1][C:2]1[CH:7]=[C:6]([N:8]2[CH2:12][CH2:11][CH2:10][C@H:9]2[C:13]([F:15])([F:16])[F:14])[N:5]=[C:4]([S:21]([CH3:25])(=[O:23])=[O:20])[N:3]=1, predict the reactants needed to synthesize it. The reactants are: [Cl:1][C:2]1[CH:7]=[C:6]([N:8]2[CH2:12][CH2:11][CH2:10][C@H:9]2[C:13]([F:16])([F:15])[F:14])[N:5]=[C:4](SC)[N:3]=1.O[O:20][S:21]([O-:23])=O.[K+].[C:25]([O-])(O)=O.[Na+].